From a dataset of Forward reaction prediction with 1.9M reactions from USPTO patents (1976-2016). Predict the product of the given reaction. (1) Given the reactants [C:1]([OH:4])(=[O:3])[CH3:2].[O:5]=[CH:6][C:7]1[CH:15]=[CH:14][C:12](O)=[C:9]([O:10][CH3:11])[CH:8]=1.[N+:16]([O-])([OH:18])=[O:17], predict the reaction product. The product is: [C:1]([O:4][C:12]1[CH:14]=[CH:15][C:7]([CH:6]=[O:5])=[C:8]([N+:16]([O-:18])=[O:17])[C:9]=1[O:10][CH3:11])(=[O:3])[CH3:2]. (2) Given the reactants [N:1]1([C@H:6]2[CH2:10][CH2:9][CH2:8][C@H:7]2[NH2:11])[CH2:5][CH2:4][CH2:3][CH2:2]1.[CH2:12]([C:14]1[CH:22]=[C:21]([C:23]([F:26])([F:25])[F:24])[CH:20]=[C:19]([O:27][CH3:28])[C:15]=1[C:16](O)=[O:17])[CH3:13], predict the reaction product. The product is: [CH2:12]([C:14]1[CH:22]=[C:21]([C:23]([F:24])([F:25])[F:26])[CH:20]=[C:19]([O:27][CH3:28])[C:15]=1[C:16]([NH:11][C@@H:7]1[CH2:8][CH2:9][CH2:10][C@@H:6]1[N:1]1[CH2:2][CH2:3][CH2:4][CH2:5]1)=[O:17])[CH3:13].